From a dataset of Full USPTO retrosynthesis dataset with 1.9M reactions from patents (1976-2016). Predict the reactants needed to synthesize the given product. (1) The reactants are: [NH+:1]1([O-])[C:5]2=[N:6][CH:7]=[CH:8][CH:9]=[C:4]2[CH:3]=[CH:2]1.[C:11](Br)(=[O:18])[C:12]1[CH:17]=[CH:16][CH:15]=[CH:14][CH:13]=1.C[Si](C)(C)N[Si](C)(C)C.[Br-:29]. Given the product [Br:29][C:7]1[N:6]=[C:5]2[N:1]([C:11]([C:12]3[CH:17]=[CH:16][CH:15]=[CH:14][CH:13]=3)=[O:18])[CH:2]=[CH:3][C:4]2=[CH:9][CH:8]=1, predict the reactants needed to synthesize it. (2) Given the product [CH2:14]([O:21][C:22]1[N:27]=[CH:26][C:25]([CH:3]([NH:7][C:8]2[CH:13]=[CH:12][CH:11]=[CH:10][CH:9]=2)[C:4]([OH:6])=[O:5])=[CH:24][CH:23]=1)[C:15]1[CH:16]=[CH:17][CH:18]=[CH:19][CH:20]=1, predict the reactants needed to synthesize it. The reactants are: O.O=[CH:3][C:4]([OH:6])=[O:5].[NH2:7][C:8]1[CH:13]=[CH:12][CH:11]=[CH:10][CH:9]=1.[CH2:14]([O:21][C:22]1[N:27]=[CH:26][C:25](B(O)O)=[CH:24][CH:23]=1)[C:15]1[CH:20]=[CH:19][CH:18]=[CH:17][CH:16]=1. (3) Given the product [CH2:18]([C:13]1[C:12](/[CH:11]=[CH:10]/[C:8]2[S:9][C:5]([C:3]([OH:4])=[O:2])=[C:6]([CH3:22])[N:7]=2)=[C:16]([CH3:17])[O:15][N:14]=1)[CH2:19][CH2:20][CH3:21], predict the reactants needed to synthesize it. The reactants are: C[O:2][C:3]([C:5]1[S:9][C:8](/[CH:10]=[CH:11]/[C:12]2[C:13]([CH2:18][CH2:19][CH2:20][CH3:21])=[N:14][O:15][C:16]=2[CH3:17])=[N:7][C:6]=1[CH3:22])=[O:4].O.[OH-].[Li+].CO.